From a dataset of Peptide-MHC class II binding affinity with 134,281 pairs from IEDB. Regression. Given a peptide amino acid sequence and an MHC pseudo amino acid sequence, predict their binding affinity value. This is MHC class II binding data. The peptide sequence is SIYGAKFADENFIKK. The MHC is HLA-DQA10301-DQB10302 with pseudo-sequence HLA-DQA10301-DQB10302. The binding affinity (normalized) is 0.168.